Dataset: Reaction yield outcomes from USPTO patents with 853,638 reactions. Task: Predict the reaction yield, written as a fraction of the theoretical maximum amount of product (1.0 means a 100% yield; for example, 0.34 means a 34% yield). (1) The reactants are [F:1][C:2]1[CH:3]=[C:4]([OH:8])[CH:5]=[CH:6][CH:7]=1.F[C:10]1[CH:15]=[CH:14][CH:13]=[CH:12][C:11]=1[N+:16]([O-:18])=[O:17].[F:19][C:20]1[CH:21]=[C:22]([CH:31]=[CH:32][CH:33]=1)[O:23][C:24]1[CH:30]=[CH:29][CH:28]=[CH:27][C:25]=1[NH2:26].[NH2:34][C:35]1[S:36][CH:37]=[CH:38][N:39]=1. No catalyst specified. The product is [F:1][C:2]1[CH:3]=[C:4]([CH:5]=[CH:6][CH:7]=1)[O:8][C:10]1[CH:15]=[CH:14][CH:13]=[CH:12][C:11]=1[N+:16]([O-:18])=[O:17].[F:19][C:20]1[CH:21]=[C:22]([CH:31]=[CH:32][CH:33]=1)[O:23][C:24]1[CH:30]=[CH:29][CH:28]=[CH:27][C:25]=1[NH:26][C:4]([NH:34][C:35]1[S:36][CH:37]=[CH:38][N:39]=1)=[O:8]. The yield is 0.730. (2) The reactants are [CH:1]([C:4]1[CH:8]=[C:7]([NH2:9])[N:6]([C:10]2[CH:15]=[CH:14][C:13]([O:16][CH3:17])=[CH:12][CH:11]=2)[N:5]=1)([CH3:3])[CH3:2].C(=O)([O-])[O-].[K+].[K+].Cl[C:25]([O:27][C:28]1[CH:33]=[CH:32][CH:31]=[CH:30][CH:29]=1)=[O:26]. The catalyst is C(Cl)Cl. The product is [CH:1]([C:4]1[CH:8]=[C:7]([NH:9][C:25](=[O:26])[O:27][C:28]2[CH:33]=[CH:32][CH:31]=[CH:30][CH:29]=2)[N:6]([C:10]2[CH:11]=[CH:12][C:13]([O:16][CH3:17])=[CH:14][CH:15]=2)[N:5]=1)([CH3:3])[CH3:2]. The yield is 0.980. (3) The reactants are [CH3:1][O:2][C:3]1[CH:4]=[C:5]([CH:34]=[CH:35][C:36]=1[O:37][CH2:38][C:39]1[CH:40]=[N:41][C:42]([O:45][CH3:46])=[CH:43][CH:44]=1)[CH2:6][N:7]1[C:11]2[CH:12]=[CH:13][C:14]([C:16]3[O:20][C:19]([CH:21]4[CH2:26][CH2:25][N:24](C(OC(C)(C)C)=O)[CH2:23][CH2:22]4)=[N:18][N:17]=3)=[CH:15][C:10]=2[N:9]=[CH:8]1.FC(F)(F)C(O)=O. The catalyst is ClCCl. The product is [CH3:1][O:2][C:3]1[CH:4]=[C:5]([CH:34]=[CH:35][C:36]=1[O:37][CH2:38][C:39]1[CH:40]=[N:41][C:42]([O:45][CH3:46])=[CH:43][CH:44]=1)[CH2:6][N:7]1[C:11]2[CH:12]=[CH:13][C:14]([C:16]3[O:20][C:19]([CH:21]4[CH2:26][CH2:25][NH:24][CH2:23][CH2:22]4)=[N:18][N:17]=3)=[CH:15][C:10]=2[N:9]=[CH:8]1. The yield is 0.140. (4) The reactants are [Cl:1][C:2]1[CH:7]=[CH:6][C:5]([C:8]2[N:12]([C:13]3[CH:18]=[CH:17][C:16]([Cl:19])=[CH:15][C:14]=3[Cl:20])[N:11]=[C:10]([C:21](Cl)=[O:22])[C:9]=2[CH3:24])=[CH:4][CH:3]=1.[CH3:25][N:26]([CH3:33])[C:27]([CH3:32])([CH3:31])[C:28]([NH2:30])=[O:29].C[Si]([N-][Si](C)(C)C)(C)C.[Li+]. No catalyst specified. The product is [CH3:25][N:26]([CH3:33])[C:27]([CH3:32])([CH3:31])[C:28]([NH:30][C:21]([C:10]1[C:9]([CH3:24])=[C:8]([C:5]2[CH:6]=[CH:7][C:2]([Cl:1])=[CH:3][CH:4]=2)[N:12]([C:13]2[CH:18]=[CH:17][C:16]([Cl:19])=[CH:15][C:14]=2[Cl:20])[N:11]=1)=[O:22])=[O:29]. The yield is 0.800. (5) The reactants are [C:1](Cl)(=[O:6])[C:2]([CH3:5])([CH3:4])[CH3:3].[Br:8][C:9]([F:13])([F:12])[CH2:10][OH:11].C(OC(C)C)(C)C.C(N(CC)CC)C.Cl. The catalyst is O. The product is [C:1]([O:11][CH2:10][C:9]([Br:8])([F:13])[F:12])(=[O:6])[C:2]([CH3:5])([CH3:4])[CH3:3]. The yield is 0.820. (6) The reactants are [Br:1][C:2]1[CH:3]=[C:4]([CH2:11]O)[CH:5]=[N:6][C:7]=1[O:8][CH2:9][CH3:10].S(Cl)([Cl:15])=O.C([O-])(O)=O.[Na+]. The catalyst is C(Cl)Cl. The product is [Br:1][C:2]1[C:7]([O:8][CH2:9][CH3:10])=[N:6][CH:5]=[C:4]([CH2:11][Cl:15])[CH:3]=1. The yield is 0.940. (7) The reactants are [Br-].[CH3:2][CH:3]([OH:6])[C:4]#[CH:5].[CH3:7][O:8][C:9]1[CH:18]=[C:17]2[C:12]([CH:13]=[C:14](C#C[Si](C)(C)C)[C:15](=[O:19])[O:16]2)=[CH:11][CH:10]=1. No catalyst specified. The product is [OH:6][CH:3]([CH3:2])[C:4]#[C:5][C:14]1[C:15](=[O:19])[O:16][C:17]2[C:12]([CH:13]=1)=[CH:11][CH:10]=[C:9]([O:8][CH3:7])[CH:18]=2. The yield is 0.740.